From a dataset of Full USPTO retrosynthesis dataset with 1.9M reactions from patents (1976-2016). Predict the reactants needed to synthesize the given product. (1) Given the product [C:1]1([N:7]2[C:19]3[CH:18]=[CH:17][C:16]([C:24]4[N:29]=[CH:28][C:27]([C:30]5[CH:31]=[N:32][C:33]([C:16]6[CH:17]=[CH:18][C:19]7[N:7]([C:1]8[CH:6]=[CH:5][CH:4]=[CH:3][CH:2]=8)[C:8]8[C:13]([C:14]=7[CH:15]=6)=[CH:12][CH:11]=[CH:10][CH:9]=8)=[CH:34][CH:35]=5)=[CH:26][CH:25]=4)=[CH:15][C:14]=3[C:13]3[C:8]2=[CH:9][CH:10]=[CH:11][CH:12]=3)[CH:6]=[CH:5][CH:4]=[CH:3][CH:2]=1, predict the reactants needed to synthesize it. The reactants are: [C:1]1([N:7]2[C:19]3[CH:18]=[CH:17][C:16](B(O)O)=[CH:15][C:14]=3[C:13]3[C:8]2=[CH:9][CH:10]=[CH:11][CH:12]=3)[CH:6]=[CH:5][CH:4]=[CH:3][CH:2]=1.Br[C:24]1[N:29]=[CH:28][C:27]([C:30]2[CH:31]=[N:32][C:33](Br)=[CH:34][CH:35]=2)=[CH:26][CH:25]=1.C([O-])([O-])=O.[Na+].[Na+].O. (2) Given the product [ClH:26].[CH3:1][O:2][C:3]1[C:14]([O:15][CH3:16])=[CH:13][C:6]2[CH2:7][CH2:8][NH:9][CH2:10][CH2:11][C:5]=2[CH:4]=1, predict the reactants needed to synthesize it. The reactants are: [CH3:1][O:2][C:3]1[C:14]([O:15][CH3:16])=[CH:13][C:6]2[CH2:7][C:8](=O)[NH:9][CH2:10][CH2:11][C:5]=2[CH:4]=1.B.C1COCC1.C(O)C.[ClH:26]. (3) The reactants are: [Br:1][C:2]1[CH:7]=[CH:6][C:5]([NH:8][C:9](=[O:24])[C:10]2[CH:15]=[C:14]([N+:16]([O-])=O)[CH:13]=[N:12][C:11]=2[O:19][CH2:20][CH:21]([F:23])[F:22])=[CH:4][CH:3]=1.C(Cl)Cl.CCO. Given the product [Br:1][C:2]1[CH:3]=[CH:4][C:5]([NH:8][C:9](=[O:24])[C:10]2[CH:15]=[C:14]([NH2:16])[CH:13]=[N:12][C:11]=2[O:19][CH2:20][CH:21]([F:22])[F:23])=[CH:6][CH:7]=1, predict the reactants needed to synthesize it. (4) Given the product [CH2:1]([O:3][C:4]1[CH:5]=[C:6]([CH:17]=[CH:18][C:19]=1[NH2:20])[C:7]([NH:9][CH:10]1[CH2:15][CH2:14][N:13]([CH3:16])[CH2:12][CH2:11]1)=[O:8])[CH3:2], predict the reactants needed to synthesize it. The reactants are: [CH2:1]([O:3][C:4]1[CH:5]=[C:6]([CH:17]=[CH:18][C:19]=1[N+:20]([O-])=O)[C:7]([NH:9][CH:10]1[CH2:15][CH2:14][N:13]([CH3:16])[CH2:12][CH2:11]1)=[O:8])[CH3:2]. (5) Given the product [CH2:25]([O:37][C:2]1[CH:3]=[CH:4][C:5]2[O:6][CH2:7][CH2:8][N:9]([S:12]([C:15]3[CH:16]=[C:17]([CH3:21])[CH:18]=[CH:19][CH:20]=3)(=[O:14])=[O:13])[C:10]=2[N:11]=1)[C:26]1[CH:35]=[CH:34][CH:29]=[CH:28][CH:27]=1, predict the reactants needed to synthesize it. The reactants are: Br[C:2]1[CH:3]=[CH:4][C:5]2[O:6][CH2:7][CH2:8][N:9]([S:12]([C:15]3[CH:16]=[C:17]([CH3:21])[CH:18]=[CH:19][CH:20]=3)(=[O:14])=[O:13])[C:10]=2[N:11]=1.N1[C:35]2[C:26](=[CH:27][CH:28]=[C:29]3[C:34]=2N=CC=C3)[CH:25]=CC=1.C([O-])([O-])=[O:37].[Cs+].[Cs+]. (6) The reactants are: C([N:8]1[CH2:13][CH2:12][O:11][CH:10]([CH2:14][N:15]2[C:23]3[C:18](=[CH:19][CH:20]=[CH:21][CH:22]=3)[C:17]3([C:35]4[C:26](=[CH:27][C:28]5[O:33][CH2:32][CH2:31][O:30][C:29]=5[CH:34]=4)[O:25][CH2:24]3)[C:16]2=[O:36])[CH2:9]1)C1C=CC=CC=1.C(OCC)(=O)C. Given the product [NH:8]1[CH2:13][CH2:12][O:11][CH:10]([CH2:14][N:15]2[C:23]3[C:18](=[CH:19][CH:20]=[CH:21][CH:22]=3)[C:17]3([C:35]4[C:26](=[CH:27][C:28]5[O:33][CH2:32][CH2:31][O:30][C:29]=5[CH:34]=4)[O:25][CH2:24]3)[C:16]2=[O:36])[CH2:9]1, predict the reactants needed to synthesize it.